This data is from Forward reaction prediction with 1.9M reactions from USPTO patents (1976-2016). The task is: Predict the product of the given reaction. (1) Given the reactants [OH:1][C:2]1[C:3]([CH2:15][CH:16]=[C:17]([CH3:20])[CH2:18][OH:19])=[C:4]([O:13][CH3:14])[C:5]([CH3:12])=[C:6]2[C:10]=1[C:9](=[O:11])[O:8][CH2:7]2.Br[CH2:22][P:23](=[O:32])([O:28][CH:29]([CH3:31])[CH3:30])[O:24][CH:25]([CH3:27])[CH3:26].CC(C)([O-])C.[Li+], predict the reaction product. The product is: [CH:29]([O:28][P:23]([CH2:22][O:19][CH2:18][C:17]([CH3:20])=[CH:16][CH2:15][C:3]1[C:2]([OH:1])=[C:10]2[C:6](=[C:5]([CH3:12])[C:4]=1[O:13][CH3:14])[CH2:7][O:8][C:9]2=[O:11])(=[O:32])[O:24][CH:25]([CH3:27])[CH3:26])([CH3:31])[CH3:30]. (2) Given the reactants [OH:1][CH2:2][C@@H:3]1[C@@H:7]([O:8][Si](C(C)C)(C(C)C)C(C)C)[CH2:6][C@H:5]([NH:19][C:20]2[C:25]([C:26]([C:28]3[S:29][CH:30]=[C:31]([CH2:33][C:34]4[O:35][C:36]([CH3:39])=[CH:37][CH:38]=4)[CH:32]=3)=[O:27])=[CH:24][N:23]=[CH:22][N:21]=2)[CH2:4]1.Cl[S:41]([NH2:44])(=[O:43])=[O:42].C([O-])(O)=O.[Na+], predict the reaction product. The product is: [S:41](=[O:43])(=[O:42])([O:1][CH2:2][C@H:3]1[CH2:4][C@@H:5]([NH:19][C:20]2[C:25]([C:26]([C:28]3[S:29][CH:30]=[C:31]([CH2:33][C:34]4[O:35][C:36]([CH3:39])=[CH:37][CH:38]=4)[CH:32]=3)=[O:27])=[CH:24][N:23]=[CH:22][N:21]=2)[CH2:6][C@@H:7]1[OH:8])[NH2:44]. (3) Given the reactants [CH2:1]([N:8]1[C:16]2[C:11](=[CH:12][CH:13]=[C:14]([OH:17])[CH:15]=2)[C:10]([C:18]([NH:20][CH2:21][C:22]2[CH:27]=[CH:26][C:25]([F:28])=[C:24]([F:29])[CH:23]=2)=[O:19])=[C:9]1[CH:30]([CH3:32])[CH3:31])[C:2]1[CH:7]=[CH:6][CH:5]=[CH:4][CH:3]=1.C([O-])([O-])=O.[K+].[K+].[OH-].[Na+].I[CH:42]1[CH2:46][CH2:45][O:44][CH2:43]1, predict the reaction product. The product is: [CH2:1]([N:8]1[C:16]2[C:11](=[CH:12][CH:13]=[C:14]([O:17][CH:42]3[CH2:46][CH2:45][O:44][CH2:43]3)[CH:15]=2)[C:10]([C:18]([NH:20][CH2:21][C:22]2[CH:27]=[CH:26][C:25]([F:28])=[C:24]([F:29])[CH:23]=2)=[O:19])=[C:9]1[CH:30]([CH3:32])[CH3:31])[C:2]1[CH:7]=[CH:6][CH:5]=[CH:4][CH:3]=1.